Task: Regression. Given a target protein amino acid sequence and a drug SMILES string, predict the binding affinity score between them. We predict pAffinity (pAffinity = -log10(affinity in M)). Dataset: bindingdb_patent.. Dataset: Drug-target binding data from BindingDB patent sources The target protein (Q00987) has sequence MCNTNMSVPTDGAVTTSQIPASEQETLVRPKPLLLKLLKSVGAQKDTYTMKEVLFYLGQYIMTKRLYDEKQQHIVYCSNDLLGDLFGVPSFSVKEHRKIYTMIYRNLVVVNQQESSDSGTSVSENRCHLEGGSDQKDLVQELQEEKPSSSHLVSRPSTSSRRRAISETEENSDELSGERQRKRHKSDSISLSFDESLALCVIREICCERSSSSESTGTPSNPDLDAGVSEHSGDWLDQDSVSDQFSVEFEVESLDSEDYSLSEEGQELSDEDDEVYQVTVYQAGESDTDSFEEDPEISLADYWKCTSCNEMNPPLPSHCNRCWALRENWLPEDKGKDKGEISEKAKLENSTQAEEGFDVPDCKKTIVNDSRESCVEENDDKITQASQSQESEDYSQPSTSSSIIYSSQEDVKEFEREETQDKEESVESSLPLNAIEPCVICQGRPKNGCIVHGKTGHLMACFTCAKKLKKRNKPCPVCRQPIQMIVLTYFP. The pAffinity is 8.7. The compound is COc1ccccc1-n1nc2C(=O)N(C(c2c1C(C)C)c1ccc(Cl)cc1C)c1cc(Cl)c(F)cc1F.